From a dataset of Forward reaction prediction with 1.9M reactions from USPTO patents (1976-2016). Predict the product of the given reaction. Given the reactants [C:1]1([CH2:7][O:8][C:9]2[CH:14]=[CH:13][C:12]([C:15]3[CH:20]=[CH:19][CH:18]=[C:17]([CH2:21]Cl)[CH:16]=3)=[CH:11][CH:10]=2)[CH:6]=[CH:5][CH:4]=[CH:3][CH:2]=1.[CH3:23][O:24][C:25]1[N:30]=[CH:29][C:28]([C:31]2[C:39]3[C:34](=[CH:35][CH:36]=[CH:37][CH:38]=3)[NH:33][C:32]=2[C:40]([O:42][CH2:43][CH3:44])=[O:41])=[CH:27][CH:26]=1.C([O-])([O-])=O.[K+].[K+].CCOC(C)=O, predict the reaction product. The product is: [CH3:23][O:24][C:25]1[N:30]=[CH:29][C:28]([C:31]2[C:39]3[C:34](=[CH:35][CH:36]=[CH:37][CH:38]=3)[N:33]([CH2:21][C:17]3[CH:16]=[C:15]([C:12]4[CH:13]=[CH:14][C:9]([O:8][CH2:7][C:1]5[CH:6]=[CH:5][CH:4]=[CH:3][CH:2]=5)=[CH:10][CH:11]=4)[CH:20]=[CH:19][CH:18]=3)[C:32]=2[C:40]([O:42][CH2:43][CH3:44])=[O:41])=[CH:27][CH:26]=1.